This data is from NCI-60 drug combinations with 297,098 pairs across 59 cell lines. The task is: Regression. Given two drug SMILES strings and cell line genomic features, predict the synergy score measuring deviation from expected non-interaction effect. Drug 1: CC12CCC(CC1=CCC3C2CCC4(C3CC=C4C5=CN=CC=C5)C)O. Drug 2: C1=CC=C(C=C1)NC(=O)CCCCCCC(=O)NO. Cell line: RXF 393. Synergy scores: CSS=30.2, Synergy_ZIP=1.66, Synergy_Bliss=8.72, Synergy_Loewe=9.90, Synergy_HSA=10.2.